Predict the product of the given reaction. From a dataset of Forward reaction prediction with 1.9M reactions from USPTO patents (1976-2016). Given the reactants [CH2:1]([O:3][C:4](=[O:18])[C:5]1[CH:10]=[C:9]([F:11])[CH:8]=[C:7]([C:12]2[CH2:16][CH2:15][CH2:14][C:13]=2Br)[CH:6]=1)[CH3:2].[F:19][C:20]([F:40])([F:39])[C:21]1[CH:22]=[CH:23][C:24]([O:30][CH2:31][C:32]2[CH:37]=[CH:36][C:35]([F:38])=[CH:34][CH:33]=2)=[C:25](B(O)O)[CH:26]=1, predict the reaction product. The product is: [CH2:1]([O:3][C:4](=[O:18])[C:5]1[CH:10]=[C:9]([F:11])[CH:8]=[C:7]([C:12]2[CH2:16][CH2:15][CH2:14][C:13]=2[C:23]2[CH:22]=[C:21]([C:20]([F:40])([F:19])[F:39])[CH:26]=[CH:25][C:24]=2[O:30][CH2:31][C:32]2[CH:37]=[CH:36][C:35]([F:38])=[CH:34][CH:33]=2)[CH:6]=1)[CH3:2].